From a dataset of Full USPTO retrosynthesis dataset with 1.9M reactions from patents (1976-2016). Predict the reactants needed to synthesize the given product. (1) Given the product [C:12]([C:11]1[C:6]([O:5][CH2:4][CH2:3][CH2:2][NH:1][C:25](=[O:26])[O:24][C:21]([CH3:23])([CH3:22])[CH3:20])=[N:7][C:8]([S:17][CH2:18][CH3:19])=[N:9][C:10]=1[S:15][CH3:16])(=[O:13])[NH2:14], predict the reactants needed to synthesize it. The reactants are: [NH2:1][CH2:2][CH2:3][CH2:4][O:5][C:6]1[C:11]([C:12]([NH2:14])=[O:13])=[C:10]([S:15][CH3:16])[N:9]=[C:8]([S:17][CH2:18][CH3:19])[N:7]=1.[CH3:20][C:21]([O:24][C:25](O[C:25]([O:24][C:21]([CH3:23])([CH3:22])[CH3:20])=[O:26])=[O:26])([CH3:23])[CH3:22]. (2) The reactants are: C([Li])CCC.[CH2:6]([O:11][CH:12]1[CH2:17][CH2:16][CH2:15][CH2:14][O:13]1)[CH2:7][CH2:8][C:9]#[CH:10].[Cl:18][C:19]1[CH:26]=[CH:25][C:22]([CH:23]=[O:24])=[CH:21][CH:20]=1.[Cl-].[NH4+]. Given the product [Cl:18][C:19]1[CH:26]=[CH:25][C:22]([CH:23]([OH:24])[C:10]#[C:9][CH2:8][CH2:7][CH2:6][O:11][CH:12]2[CH2:17][CH2:16][CH2:15][CH2:14][O:13]2)=[CH:21][CH:20]=1, predict the reactants needed to synthesize it. (3) Given the product [CH2:1]([O:8][C:9](=[O:10])[N:11]([CH2:12][CH2:13][CH2:14][C:15](=[O:17])[NH:50][C:45]1[CH:46]=[C:47]([O:48][CH3:49])[C:42]([O:41][CH3:40])=[CH:43][C:44]=1[NH2:51])[CH3:18])[C:2]1[CH:3]=[CH:4][CH:5]=[CH:6][CH:7]=1, predict the reactants needed to synthesize it. The reactants are: [CH2:1]([O:8][C:9]([N:11]([CH3:18])[CH2:12][CH2:13][CH2:14][C:15]([OH:17])=O)=[O:10])[C:2]1[CH:7]=[CH:6][CH:5]=[CH:4][CH:3]=1.CCN(C(C)C)C(C)C.C1C=CC2N(O)N=NC=2C=1.Cl.Cl.[CH3:40][O:41][C:42]1[CH:43]=[C:44]([NH2:51])[C:45]([NH2:50])=[CH:46][C:47]=1[O:48][CH3:49].C([O-])(O)=O.[Na+]. (4) Given the product [C:1]([O:5][C:6]([N:8]1[CH2:9][CH2:10][CH:11]([N:14]2[C@H:18]([C:19]3[CH:20]=[CH:21][CH:22]=[CH:23][CH:24]=3)[CH2:17][N:16]([C:28](=[O:30])[CH3:29])[C:15]2=[O:25])[CH2:12][CH2:13]1)=[O:7])([CH3:4])([CH3:2])[CH3:3], predict the reactants needed to synthesize it. The reactants are: [C:1]([O:5][C:6]([N:8]1[CH2:13][CH2:12][CH:11]([N:14]2[C@H:18]([C:19]3[CH:24]=[CH:23][CH:22]=[CH:21][CH:20]=3)[CH2:17][NH:16][C:15]2=[O:25])[CH2:10][CH2:9]1)=[O:7])([CH3:4])([CH3:3])[CH3:2].[H-].[Na+].[C:28](Cl)(=[O:30])[CH3:29]. (5) Given the product [CH3:1][C:2]1[CH2:7][C@@H:6]([OH:8])[CH2:5][C:4]([CH3:9])([CH3:10])[C:3]=1/[CH:11]=[CH:12]/[C:13](/[CH3:41])=[CH:14]/[CH:15]=[CH:16]/[C:17](/[CH3:40])=[CH:18]/[CH:19]=[CH:20]/[CH:21]=[C:22](/[CH:24]=[CH:25]/[CH:26]=[C:27](/[CH:29]=[CH:30]/[C@@H:31]1[C:36]([CH3:38])([CH3:37])[CH2:35][C@@H:34]([OH:49])[CH:33]=[C:32]1[CH3:39])\[CH3:28])\[CH3:23], predict the reactants needed to synthesize it. The reactants are: [CH3:1][C:2]1[CH2:7][CH:6]([OH:8])[CH2:5][C:4]([CH3:10])([CH3:9])[C:3]=1/[CH:11]=[CH:12]/[C:13](/[CH3:41])=[CH:14]/[CH:15]=[CH:16]/[C:17](/[CH3:40])=[CH:18]/[CH:19]=[CH:20]/[CH:21]=[C:22](/[CH:24]=[CH:25]/[CH:26]=[C:27](/[CH:29]=[CH:30]/[C:31]1[C:36]([CH3:38])([CH3:37])[CH2:35][CH:34]=[CH:33][C:32]=1[CH3:39])\[CH3:28])\[CH3:23].CC1C[C@@H]([OH:49])CC(C)(C)C=1/C=C/C(/C)=C/C=C/C(/C)=C/C=C/C=C(/C=C/C=C(/C=C/C1C(C)(C)CC=CC=1C)\C)\C. (6) Given the product [F:28][C:23]1[CH:22]=[C:21]([CH:26]=[C:25]([F:27])[CH:24]=1)[CH2:20][CH:2]([NH:1][C:38](=[O:40])[CH3:39])[CH:3]([OH:19])[CH2:4][NH:5][C:6]1[C:15]2[C:10](=[CH:11][CH:12]=[C:13]([CH2:16][CH3:17])[CH:14]=2)[O:9][CH2:8][C:7]=1[OH:18], predict the reactants needed to synthesize it. The reactants are: [NH2:1][CH:2]([CH2:20][C:21]1[CH:26]=[C:25]([F:27])[CH:24]=[C:23]([F:28])[CH:22]=1)[CH:3]([OH:19])[CH2:4][NH:5][C:6]1[C:15]2[C:10](=[CH:11][CH:12]=[C:13]([CH2:16][CH3:17])[CH:14]=2)[O:9][CH2:8][C:7]=1[OH:18].C(N(C(C)C)CC)(C)C.[C:38]([O-])(=[O:40])[CH3:39].[Na+].CN(C(ON1N=NC2C=CC=CC1=2)=[N+](C)C)C.F[P-](F)(F)(F)(F)F.